Dataset: Catalyst prediction with 721,799 reactions and 888 catalyst types from USPTO. Task: Predict which catalyst facilitates the given reaction. (1) Reactant: [Br:1][C:2]1[CH:3]=[C:4]2[C:10]3([CH2:14][CH2:13][N:12]([C:15](=[O:25])[CH2:16][NH:17]C(=O)OC(C)(C)C)[CH2:11]3)[CH2:9][N:8]([C:26](=[O:34])[NH:27][C:28]3[S:29][C:30]([Cl:33])=[CH:31][N:32]=3)[C:5]2=[CH:6][CH:7]=1.Cl.C(OCC)(=O)C. Product: [NH2:17][CH2:16][C:15]([N:12]1[CH2:13][CH2:14][C:10]2([C:4]3[C:5](=[CH:6][CH:7]=[C:2]([Br:1])[CH:3]=3)[N:8]([C:26]([NH:27][C:28]3[S:29][C:30]([Cl:33])=[CH:31][N:32]=3)=[O:34])[CH2:9]2)[CH2:11]1)=[O:25]. The catalyst class is: 13. (2) Reactant: [C:1]1([C:9]2[CH:14]=[CH:13][CH:12]=[CH:11][CH:10]=2)[CH:6]=[CH:5][C:4]([CH:7]=O)=[CH:3][CH:2]=1.FC(F)(F)C([O-])=O.[C:22]([C:25]1[C:26]([NH:39][C:40]2[CH:45]=[CH:44][CH:43]=[CH:42][CH:41]=2)=[N:27][N:28]([C:30]2([CH2:36][C:37]#[N:38])[CH2:35][CH2:34][NH2+:33][CH2:32][CH2:31]2)[CH:29]=1)(=[O:24])[NH2:23].C(O)(C(F)(F)F)=O. Product: [C:1]1([C:9]2[CH:14]=[CH:13][CH:12]=[CH:11][CH:10]=2)[CH:6]=[CH:5][C:4]([CH2:7][N:33]2[CH2:34][CH2:35][C:30]([N:28]3[CH:29]=[C:25]([C:22]([NH2:23])=[O:24])[C:26]([NH:39][C:40]4[CH:45]=[CH:44][CH:43]=[CH:42][CH:41]=4)=[N:27]3)([CH2:36][C:37]#[N:38])[CH2:31][CH2:32]2)=[CH:3][CH:2]=1. The catalyst class is: 3.